This data is from Forward reaction prediction with 1.9M reactions from USPTO patents (1976-2016). The task is: Predict the product of the given reaction. (1) Given the reactants [S:1]1[C:5]2[CH:6]=[CH:7][CH:8]=[CH:9][C:4]=2[N:3]=[C:2]1[C:10]1[N:11]=[C:12]2[C:18]3[CH:19]=[CH:20][CH:21]=[CH:22][C:17]=3[NH:16][C:15]3[N:23]=[CH:24][CH:25]=[CH:26][C:14]=3[N:13]2[C:27]=1[C:28]1[CH:33]=[CH:32][C:31]([C:34]2([NH:38]C(=O)OC(C)(C)C)[CH2:37][CH2:36][CH2:35]2)=[CH:30][CH:29]=1.[ClH:46].O1CCOCC1, predict the reaction product. The product is: [ClH:46].[ClH:46].[ClH:46].[S:1]1[C:5]2[CH:6]=[CH:7][CH:8]=[CH:9][C:4]=2[N:3]=[C:2]1[C:10]1[N:11]=[C:12]2[C:18]3[CH:19]=[CH:20][CH:21]=[CH:22][C:17]=3[NH:16][C:15]3[N:23]=[CH:24][CH:25]=[CH:26][C:14]=3[N:13]2[C:27]=1[C:28]1[CH:29]=[CH:30][C:31]([C:34]2([NH2:38])[CH2:37][CH2:36][CH2:35]2)=[CH:32][CH:33]=1. (2) Given the reactants [O:1]=[C:2]1[NH:11][C:10]2[N:9]=[CH:8][CH:7]=[C:6]([O:12][C:13]3[CH:19]=[CH:18][C:16]([NH2:17])=[CH:15][CH:14]=3)[C:5]=2[CH:4]=[CH:3]1.[F:20][C:21]1[CH:26]=[CH:25][C:24]([N:27]=[C:28]=[O:29])=[CH:23][CH:22]=1.CN(C)C=O, predict the reaction product. The product is: [F:20][C:21]1[CH:26]=[CH:25][C:24]([NH:27][C:28]([NH:17][C:16]2[CH:15]=[CH:14][C:13]([O:12][C:6]3[C:5]4[CH:4]=[CH:3][C:2](=[O:1])[NH:11][C:10]=4[N:9]=[CH:8][CH:7]=3)=[CH:19][CH:18]=2)=[O:29])=[CH:23][CH:22]=1. (3) Given the reactants [C:1](O)([CH2:4][CH3:5])([CH3:3])[CH3:2].[Na].[Br:8][C:9]1[CH:21]=[C:20]2[C:12]([C:13]3[CH:14]=[CH:15][C:16]([C:38]#[N:39])=[CH:17][C:18]=3[C:19]2([CH2:30][CH2:31][CH2:32][CH2:33][CH2:34][CH2:35][CH2:36][CH3:37])[CH2:22][CH2:23][CH2:24][CH2:25][CH2:26][CH2:27][CH2:28][CH3:29])=[CH:11][CH:10]=1.[C:40]([O:50]C(C)C)(=O)[CH2:41][CH2:42][C:43]([O:45]C(C)C)=O, predict the reaction product. The product is: [Br:8][C:9]1[CH:5]=[C:4]2[C:1]([C:3]3[CH:14]=[CH:15][C:16]([C:38]4[C:41]5[C:40](=[O:50])[N:39]=[C:38]([C:16]6[CH:15]=[CH:14][C:13]7[C:12]8[C:20](=[CH:21][C:9]([Br:8])=[CH:10][CH:11]=8)[C:19]([CH2:30][CH2:31][CH2:32][CH2:33][CH2:34][CH2:35][CH2:36][CH3:37])([CH2:22][CH2:23][CH2:24][CH2:25][CH2:26][CH2:27][CH2:28][CH3:29])[C:18]=7[CH:17]=6)[C:42]=5[C:43](=[O:45])[N:39]=4)=[CH:17][C:18]=3[C:19]2([CH2:30][CH2:31][CH2:32][CH2:33][CH2:34][CH2:35][CH2:36][CH3:37])[CH2:22][CH2:23][CH2:24][CH2:25][CH2:26][CH2:27][CH2:28][CH3:29])=[CH:2][CH:10]=1. (4) Given the reactants [CH3:1][CH:2]([O:4][C:5]1[CH:6]=[CH:7][C:8]([CH3:11])=[N:9][CH:10]=1)[CH3:3].ClC1C=C(C=CC=1)C(OO)=[O:17].C(OCC)(=O)C.S(S([O-])=O)([O-])(=O)=O.[Na+].[Na+], predict the reaction product. The product is: [CH3:3][CH:2]([O:4][C:5]1[CH:6]=[CH:7][C:8]([CH3:11])=[N+:9]([O-:17])[CH:10]=1)[CH3:1]. (5) Given the reactants [Cl:1][C:2]1[N:7]=[C:6]([NH:8][CH2:9][CH2:10][CH2:11][N:12]2[CH2:16][CH2:15][CH2:14][CH2:13]2)[C:5]([NH2:17])=[C:4]([N:18]2[CH2:23][CH2:22][O:21][CH2:20][CH2:19]2)[N:3]=1.[N:24]([O-])=O.[Na+], predict the reaction product. The product is: [Cl:1][C:2]1[N:3]=[C:4]([N:18]2[CH2:19][CH2:20][O:21][CH2:22][CH2:23]2)[C:5]2[N:17]=[N:24][N:8]([CH2:9][CH2:10][CH2:11][N:12]3[CH2:16][CH2:15][CH2:14][CH2:13]3)[C:6]=2[N:7]=1. (6) Given the reactants [CH2:1]([N:3]1[CH2:8][CH2:7][NH:6][CH2:5][CH2:4]1)[CH3:2].[CH3:9][N:10]1[CH2:30][CH2:29][C:14]2=[C:15]([N:22]3[CH2:25][CH:24]([C:26](O)=[O:27])[CH2:23]3)[N:16]3[C:20]([N:21]=[C:13]2[CH2:12][CH2:11]1)=[CH:19][CH:18]=[N:17]3.CCN(C(C)C)C(C)C.CN(C(ON1N=NC2C=CC=CC1=2)=[N+](C)C)C.[B-](F)(F)(F)F, predict the reaction product. The product is: [CH2:1]([N:3]1[CH2:8][CH2:7][N:6]([C:15]2([N:22]3[CH2:25][CH:24]([CH:26]=[O:27])[CH2:23]3)[C:14]3[CH2:29][CH2:30][N:10]([CH3:9])[CH2:11][CH2:12][C:13]=3[N:21]=[C:20]3[N:16]2[N:17]=[CH:18][CH2:19]3)[CH2:5][CH2:4]1)[CH3:2]. (7) Given the reactants [CH2:1]([O:8][C:9]1[CH:32]=[CH:31][C:12]([O:13][C:14]2[CH:19]=[CH:18][C:17]([C:20]3[NH:24][C:23]4[CH:25]=[C:26]([Br:29])[CH:27]=[CH:28][C:22]=4[N:21]=3)=[CH:16][C:15]=2[NH2:30])=[CH:11][CH:10]=1)[C:2]1[CH:7]=[CH:6][CH:5]=[CH:4][CH:3]=1.C([C:35]1[C:36]([N:42]=[CH:43][N:44]([CH3:46])C)=[N:37][C:38]([CH3:41])=[CH:39][CH:40]=1)#N, predict the reaction product. The product is: [CH2:1]([O:8][C:9]1[CH:32]=[CH:31][C:12]([O:13][C:14]2[CH:19]=[CH:18][C:17]([C:20]3[NH:24][C:23]4[CH:25]=[C:26]([Br:29])[CH:27]=[CH:28][C:22]=4[N:21]=3)=[CH:16][C:15]=2[NH:30][C:46]2[C:35]3[CH:40]=[CH:39][C:38]([CH3:41])=[N:37][C:36]=3[N:42]=[CH:43][N:44]=2)=[CH:11][CH:10]=1)[C:2]1[CH:3]=[CH:4][CH:5]=[CH:6][CH:7]=1. (8) Given the reactants [CH2:1]([C:4]1[CH:9]=[CH:8][C:7]([CH2:10][CH2:11][CH2:12]Br)=[CH:6][CH:5]=1)[CH:2]=[CH2:3].[CH2:14]([C:17]1[CH:18]=[C:19]([CH:21]=[CH:22][C:23]=1[CH3:24])[NH2:20])[CH:15]=[CH2:16].CCN(C(C)C)C(C)C, predict the reaction product. The product is: [CH2:14]([C:17]1[CH:18]=[C:19]([CH:21]=[CH:22][C:23]=1[CH3:24])[NH:20][CH2:12][CH2:11][CH2:10][C:7]1[CH:8]=[CH:9][C:4]([CH2:1][CH:2]=[CH2:3])=[CH:5][CH:6]=1)[CH:15]=[CH2:16]. (9) Given the reactants [CH3:1][S:2](Cl)(=[O:4])=[O:3].[C:6]([O:10][C:11]([N:13]1[C:17]2[CH:18]=[N:19][C:20]([C:22]#[N:23])=[CH:21][C:16]=2[C:15]2[CH:24]=[C:25]([C:28]3[CH:33]=[CH:32][C:31]([CH2:34][OH:35])=[CH:30][CH:29]=3)[CH:26]=[N:27][C:14]1=2)=[O:12])([CH3:9])([CH3:8])[CH3:7].C(N(CC)CC)C, predict the reaction product. The product is: [C:6]([O:10][C:11]([N:13]1[C:17]2[CH:18]=[N:19][C:20]([C:22]#[N:23])=[CH:21][C:16]=2[C:15]2[CH:24]=[C:25]([C:28]3[CH:29]=[CH:30][C:31]([CH2:34][O:35][S:2]([CH3:1])(=[O:4])=[O:3])=[CH:32][CH:33]=3)[CH:26]=[N:27][C:14]1=2)=[O:12])([CH3:9])([CH3:7])[CH3:8].